From a dataset of Full USPTO retrosynthesis dataset with 1.9M reactions from patents (1976-2016). Predict the reactants needed to synthesize the given product. Given the product [C:28]([O:27][C:25](=[O:26])[CH2:24][NH:1][CH2:2][CH2:3][C:4]1[CH:5]=[C:6]([CH:14]=[CH:15][CH:16]=1)[C:7]([O:9][C:10]([CH3:13])([CH3:11])[CH3:12])=[O:8])([CH3:31])([CH3:30])[CH3:29], predict the reactants needed to synthesize it. The reactants are: [NH2:1][CH2:2][CH2:3][C:4]1[CH:5]=[C:6]([CH:14]=[CH:15][CH:16]=1)[C:7]([O:9][C:10]([CH3:13])([CH3:12])[CH3:11])=[O:8].C(=O)([O-])[O-].[K+].[K+].Br[CH2:24][C:25]([O:27][C:28]([CH3:31])([CH3:30])[CH3:29])=[O:26].O.